This data is from Full USPTO retrosynthesis dataset with 1.9M reactions from patents (1976-2016). The task is: Predict the reactants needed to synthesize the given product. (1) Given the product [Br:43][CH:2]([C:4]1[N:5]([C:16]2[CH:21]=[CH:20][CH:19]=[CH:18][C:17]=2[CH3:22])[C:6](=[O:15])[C:7]2[C:12]([CH:13]=1)=[CH:11][CH:10]=[CH:9][C:8]=2[CH3:14])[CH3:3], predict the reactants needed to synthesize it. The reactants are: O[CH:2]([C:4]1[N:5]([C:16]2[CH:21]=[CH:20][CH:19]=[CH:18][C:17]=2[CH3:22])[C:6](=[O:15])[C:7]2[C:12]([CH:13]=1)=[CH:11][CH:10]=[CH:9][C:8]=2[CH3:14])[CH3:3].C1C=CC(P(C2C=CC=CC=2)C2C=CC=CC=2)=CC=1.C(Br)(Br)(Br)[Br:43]. (2) Given the product [NH2:1][C:2]1[C:10]([Cl:11])=[CH:9][C:5]([C:6]([NH2:17])=[O:7])=[C:4]([O:12][CH3:13])[CH:3]=1, predict the reactants needed to synthesize it. The reactants are: [NH2:1][C:2]1[C:10]([Cl:11])=[CH:9][C:5]([C:6](O)=[O:7])=[C:4]([O:12][CH3:13])[CH:3]=1.S(N)([NH2:17])(=O)=O. (3) Given the product [Br:15][CH2:14][C:11]1[CH:12]=[CH:13][C:8]([C:5]2[N:6]=[N:7][N:3]([CH3:1])[N:4]=2)=[CH:9][CH:10]=1, predict the reactants needed to synthesize it. The reactants are: [CH2:1]([N:3]1[N:7]=[N:6][C:5]([C:8]2[CH:13]=[CH:12][C:11]([CH3:14])=[CH:10][CH:9]=2)=[N:4]1)C.[Br:15]N1C(=O)CCC1=O. (4) Given the product [Cl:40][C:37]1[CH:38]=[CH:39][C:34]([NH:33][C:31]([C:25]2[CH:26]=[C:27]([Cl:30])[CH:28]=[CH:29][C:24]=2[NH:23][C:21]([C:18]2[CH:19]=[CH:20][C:15]([C:10]3[CH:11]=[CH:12][CH:13]=[CH:14][C:9]=3[S:6](=[O:8])(=[O:7])[NH2:5])=[CH:16][CH:17]=2)=[O:22])=[O:32])=[N:35][CH:36]=1, predict the reactants needed to synthesize it. The reactants are: C([NH:5][S:6]([C:9]1[CH:14]=[CH:13][CH:12]=[CH:11][C:10]=1[C:15]1[CH:20]=[CH:19][C:18]([C:21]([NH:23][C:24]2[CH:29]=[CH:28][C:27]([Cl:30])=[CH:26][C:25]=2[C:31]([NH:33][C:34]2[CH:39]=[CH:38][C:37]([Cl:40])=[CH:36][N:35]=2)=[O:32])=[O:22])=[CH:17][CH:16]=1)(=[O:8])=[O:7])(C)(C)C. (5) Given the product [Cl:4][C:5]1[CH:10]=[C:9]([NH:2][NH2:3])[N:8]=[CH:7][N:6]=1, predict the reactants needed to synthesize it. The reactants are: O.[NH2:2][NH2:3].[Cl:4][C:5]1[CH:10]=[C:9](Cl)[N:8]=[CH:7][N:6]=1. (6) Given the product [CH:1]1([N:7]2[C:8]([OH:28])=[C:9]([C:24]([NH:29][CH2:30][C:31]3[CH:36]=[CH:35][N:34]=[CH:33][CH:32]=3)=[O:25])[C:10]([OH:23])=[C:11]([C:14]([NH:16][CH2:17][C:18]([OH:20])=[O:19])=[O:15])[C:12]2=[O:13])[CH2:2][CH2:3][CH2:4][CH2:5][CH2:6]1, predict the reactants needed to synthesize it. The reactants are: [CH:1]1([N:7]2[C:12](=[O:13])[C:11]([C:14]([NH:16][CH2:17][C:18]([O:20]CC)=[O:19])=[O:15])=[C:10]([OH:23])[C:9]([C:24](OC)=[O:25])=[C:8]2[OH:28])[CH2:6][CH2:5][CH2:4][CH2:3][CH2:2]1.[NH2:29][CH2:30][C:31]1[CH:36]=[CH:35][N:34]=[CH:33][CH:32]=1. (7) Given the product [N:17]1[N:18]=[C:19]([S:26][C:2]2[CH:3]=[CH:4][C:5]3[N:6]([CH:8]=[C:9]([NH:11][C:12]([CH:14]4[CH2:16][CH2:15]4)=[O:13])[N:10]=3)[N:7]=2)[N:20]2[CH:25]=[CH:24][CH:23]=[CH:22][C:21]=12, predict the reactants needed to synthesize it. The reactants are: I[C:2]1[CH:3]=[CH:4][C:5]2[N:6]([CH:8]=[C:9]([NH:11][C:12]([CH:14]3[CH2:16][CH2:15]3)=[O:13])[N:10]=2)[N:7]=1.[N:17]1[N:18]=[C:19]([SH:26])[N:20]2[CH:25]=[CH:24][CH:23]=[CH:22][C:21]=12.CCN(C(C)C)C(C)C.